Dataset: Full USPTO retrosynthesis dataset with 1.9M reactions from patents (1976-2016). Task: Predict the reactants needed to synthesize the given product. (1) Given the product [CH3:1][C:2]1[NH:7][C:6](=[O:8])[C:5]([CH2:9][NH:10][C:20](=[O:21])[O:22][C:23]([CH3:26])([CH3:25])[CH3:24])=[C:4]([NH:11][CH3:12])[CH:3]=1, predict the reactants needed to synthesize it. The reactants are: [CH3:1][C:2]1[NH:7][C:6](=[O:8])[C:5]([C:9]#[N:10])=[C:4]([NH:11][CH3:12])[CH:3]=1.C(N(CC)CC)C.[C:20](O[C:20]([O:22][C:23]([CH3:26])([CH3:25])[CH3:24])=[O:21])([O:22][C:23]([CH3:26])([CH3:25])[CH3:24])=[O:21]. (2) Given the product [CH:47]1([C:52]2[S:53][CH:54]=[C:55]([C:57]([N:28]3[CH2:29][C:30]4([CH2:35][CH2:34][N:33]([CH2:36][C:37]5[CH:38]=[C:39]([CH2:44][CH2:45][OH:46])[CH:40]=[C:41]([F:43])[CH:42]=5)[CH2:32][CH2:31]4)[O:25][CH2:26][CH2:27]3)=[O:58])[N:56]=2)[CH2:48][CH2:49][CH2:50][CH2:51]1, predict the reactants needed to synthesize it. The reactants are: F[P-](F)(F)(F)(F)F.N1(OC(N(C)C)=[N+](C)C)C2N=CC=CC=2N=N1.[O:25]1[C:30]2([CH2:35][CH2:34][N:33]([CH2:36][C:37]3[CH:38]=[C:39]([CH2:44][CH2:45][OH:46])[CH:40]=[C:41]([F:43])[CH:42]=3)[CH2:32][CH2:31]2)[CH2:29][NH:28][CH2:27][CH2:26]1.[CH:47]1([C:52]2[S:53][CH:54]=[C:55]([C:57](O)=[O:58])[N:56]=2)[CH2:51][CH2:50][CH2:49][CH2:48]1.C(N(CC)CC)C.